From a dataset of Ames mutagenicity test results for genotoxicity prediction. Regression/Classification. Given a drug SMILES string, predict its toxicity properties. Task type varies by dataset: regression for continuous values (e.g., LD50, hERG inhibition percentage) or binary classification for toxic/non-toxic outcomes (e.g., AMES mutagenicity, cardiotoxicity, hepatotoxicity). Dataset: ames. The compound is OO[C@@H]1CCCc2ccccc21. The result is 1 (mutagenic).